The task is: Predict the reaction yield, written as a fraction of the theoretical maximum amount of product (1.0 means a 100% yield; for example, 0.34 means a 34% yield).. This data is from Reaction yield outcomes from USPTO patents with 853,638 reactions. (1) The reactants are CC1(C)[O:7][C:6](=[O:8])[CH2:5][C:4](=[O:9])O1.[CH:11]([NH:14][C:15]1[CH:22]=[CH:21][CH:20]=[CH:19][C:16]=1[CH:17]=O)([CH3:13])[CH3:12].C(O)(=O)C.C(N)CN. The catalyst is CO. The product is [CH:11]([N:14]1[C:15]2[C:16](=[CH:19][CH:20]=[CH:21][CH:22]=2)[CH:17]=[C:5]([C:6]([OH:7])=[O:8])[C:4]1=[O:9])([CH3:13])[CH3:12]. The yield is 0.980. (2) The reactants are [OH:1][C:2]1[CH:7]=[CH:6][CH:5]=[CH:4][C:3]=1[N:8]1[CH2:13][CH2:12][O:11][C:10]2[CH:14]=[C:15]([S:18]([N:21]([CH2:27][C:28]3[CH:33]=[CH:32][C:31]([O:34][CH3:35])=[CH:30][CH:29]=3)[C:22]3[S:23][CH:24]=[CH:25][N:26]=3)(=[O:20])=[O:19])[CH:16]=[CH:17][C:9]1=2.Br[CH2:37][C:38]([NH2:40])=[O:39].C(=O)([O-])[O-].[K+].[K+]. The catalyst is CN(C=O)C.O. The product is [CH3:35][O:34][C:31]1[CH:30]=[CH:29][C:28]([CH2:27][N:21]([C:22]2[S:23][CH:24]=[CH:25][N:26]=2)[S:18]([C:15]2[CH:16]=[CH:17][C:9]3[N:8]([C:3]4[CH:4]=[CH:5][CH:6]=[CH:7][C:2]=4[O:1][CH2:37][C:38]([NH2:40])=[O:39])[CH2:13][CH2:12][O:11][C:10]=3[CH:14]=2)(=[O:19])=[O:20])=[CH:33][CH:32]=1. The yield is 0.490. (3) The product is [CH2:1]([N:8]([CH3:31])[S:9]([C:12]1[CH:13]=[C:14]2[C:18](=[CH:19][CH:20]=1)[NH:17][C:16](=[O:25])[C:15]2=[O:26])(=[O:11])=[O:10])[C:2]1[CH:7]=[CH:6][CH:5]=[CH:4][CH:3]=1. The yield is 0.940. The catalyst is [Ni].C1COCC1. The reactants are [CH2:1]([N:8]([CH3:31])[S:9]([C:12]1[CH:13]=[C:14]2[C:18](=[CH:19][CH:20]=1)[N:17](CCC#N)[C:16](=[O:25])[C:15]12OCCC[O:26]1)(=[O:11])=[O:10])[C:2]1[CH:7]=[CH:6][CH:5]=[CH:4][CH:3]=1.CCO.N.[H][H]. (4) The reactants are COCCN(S(F)(F)[F:11])CCOC.O[CH2:15][CH2:16][C:17]1[CH:24]=[CH:23][C:20]([C:21]#[N:22])=[CH:19][CH:18]=1. The catalyst is C(Cl)Cl. The product is [F:11][CH2:15][CH2:16][C:17]1[CH:24]=[CH:23][C:20]([C:21]#[N:22])=[CH:19][CH:18]=1. The yield is 0.590. (5) The reactants are Br[C:2]1[N:6]([CH3:7])[N:5]=[C:4]([NH2:8])[CH:3]=1.[F:9][C:10]1[CH:15]=[CH:14][CH:13]=[C:12]([F:16])[C:11]=1[C:17]1[NH:18][C:19]2[C:24]([CH:25]=1)=[CH:23][C:22](B1OC(C)(C)C(C)(C)O1)=[CH:21][CH:20]=2.C([O-])([O-])=O.[K+].[K+]. The catalyst is O1CCOCC1.C1C=CC(P(C2C=CC=CC=2)[C-]2C=CC=C2)=CC=1.C1C=CC(P(C2C=CC=CC=2)[C-]2C=CC=C2)=CC=1.Cl[Pd]Cl.[Fe+2]. The product is [F:16][C:12]1[CH:13]=[CH:14][CH:15]=[C:10]([F:9])[C:11]=1[C:17]1[NH:18][C:19]2[C:24]([CH:25]=1)=[CH:23][C:22]([C:2]1[N:6]([CH3:7])[N:5]=[C:4]([NH2:8])[CH:3]=1)=[CH:21][CH:20]=2. The yield is 0.530. (6) The reactants are [C:1]1([N:7]([C:21]2[CH:26]=[CH:25][CH:24]=[CH:23][CH:22]=2)[C:8]2[CH:13]=[CH:12][C:11]([NH:14][C:15]3[CH:20]=[CH:19][CH:18]=[CH:17][CH:16]=3)=[CH:10][CH:9]=2)[CH:6]=[CH:5][CH:4]=[CH:3][CH:2]=1.Br[C:28]1[C:37]2[C:32](=[CH:33][CH:34]=[CH:35][CH:36]=2)[C:31](Br)=[CH:30][CH:29]=1.C[C:40]([CH3:43])([O-])[CH3:41].[Na+]. The catalyst is CC1C=CC=CC=1C.[Br-].C(P)(C)(C)C.[Pd+2].[Br-]. The product is [C:1]1([N:7]([C:21]2[CH:26]=[CH:25][CH:24]=[CH:23][CH:22]=2)[C:8]2[CH:13]=[CH:12][C:11]([N:14]([C:28]3[C:37]4[C:32](=[CH:33][CH:34]=[CH:35][CH:36]=4)[C:31]([N:14]([C:41]4[CH:40]=[CH:43][CH:20]=[CH:15][CH:16]=4)[C:11]4[CH:12]=[CH:13][C:8]([N:7]([C:21]5[CH:22]=[CH:23][CH:24]=[CH:25][CH:26]=5)[C:1]5[CH:6]=[CH:5][CH:4]=[CH:3][CH:2]=5)=[CH:9][CH:10]=4)=[CH:30][CH:29]=3)[C:15]3[CH:20]=[CH:19][CH:18]=[CH:17][CH:16]=3)=[CH:10][CH:9]=2)[CH:6]=[CH:5][CH:4]=[CH:3][CH:2]=1. The yield is 0.160. (7) The reactants are [CH2:1]([OH:5])[CH2:2][CH:3]=C.[Cl:6][C:7]1[CH:8]=[C:9]([CH:12]=[CH:13][C:14]=1[F:15])[CH:10]=[O:11].[C:16](O)(C(F)(F)F)=O.[Li+].[OH-]. The catalyst is ClCCCl.CO. The product is [Cl:6][C:7]1[CH:8]=[C:9]([CH:10]2[CH2:16][CH:1]([OH:5])[CH2:2][CH2:3][O:11]2)[CH:12]=[CH:13][C:14]=1[F:15]. The yield is 0.640. (8) The reactants are [OH:1][C:2]([CH3:35])([CH3:34])[CH2:3][C@@:4]1([C:28]2[CH:33]=[CH:32][CH:31]=[CH:30][CH:29]=2)[O:9][C:8](=[O:10])[N:7]([C@H:11]([C:13]2[CH:18]=[CH:17][C:16](B3OC(C)(C)C(C)(C)O3)=[CH:15][CH:14]=2)[CH3:12])[CH2:6][CH2:5]1.Br[C:37]1[CH:38]=[CH:39][C:40]([CH:43]2[CH2:47][CH2:46][N:45]([CH3:48])[C:44]2=[O:49])=[N:41][CH:42]=1. No catalyst specified. The product is [OH:1][C:2]([CH3:35])([CH3:34])[CH2:3][C@@:4]1([C:28]2[CH:29]=[CH:30][CH:31]=[CH:32][CH:33]=2)[O:9][C:8](=[O:10])[N:7]([C@H:11]([C:13]2[CH:14]=[CH:15][C:16]([C:37]3[CH:42]=[N:41][C:40]([CH:43]4[CH2:47][CH2:46][N:45]([CH3:48])[C:44]4=[O:49])=[CH:39][CH:38]=3)=[CH:17][CH:18]=2)[CH3:12])[CH2:6][CH2:5]1. The yield is 0.570. (9) The reactants are C[O:2][C:3]([C:5]1[CH:10]=[CH:9][C:8](=[O:11])[N:7]([CH3:12])[C:6]=1[NH:13][C:14]1[CH:19]=[CH:18][C:17]([Br:20])=[CH:16][C:15]=1[F:21])=[O:4].BrC1C=CC(N)=C(F)C=1.C[Si]([N-][Si](C)(C)C)(C)C.[Li+].COC(C1C=CC(=O)N(C)C=1Cl)=O. The catalyst is C1COCC1. The product is [Br:20][C:17]1[CH:18]=[CH:19][C:14]([NH:13][C:6]2[N:7]([CH3:12])[C:8](=[O:11])[CH:9]=[CH:10][C:5]=2[C:3]([OH:4])=[O:2])=[C:15]([F:21])[CH:16]=1. The yield is 0.650.